From a dataset of Full USPTO retrosynthesis dataset with 1.9M reactions from patents (1976-2016). Predict the reactants needed to synthesize the given product. The reactants are: Br[C:2]1[CH:3]=[C:4]([O:27][C:28]2[CH:33]=[CH:32][CH:31]=[CH:30][CH:29]=2)[C:5]([NH:8][C:9]2[S:13][N:12]=[C:11]([CH:14]3[CH2:19][CH2:18][N:17]([C:20]([O:22][C:23]([CH3:26])([CH3:25])[CH3:24])=[O:21])[CH2:16][CH2:15]3)[N:10]=2)=[N:6][CH:7]=1.C(N(C(C)C)C(C)C)C.[SH:43][CH2:44][CH2:45][C:46]([O:48][CH3:49])=[O:47]. Given the product [CH3:49][O:48][C:46](=[O:47])[CH2:45][CH2:44][S:43][C:2]1[CH:3]=[C:4]([O:27][C:28]2[CH:33]=[CH:32][CH:31]=[CH:30][CH:29]=2)[C:5]([NH:8][C:9]2[S:13][N:12]=[C:11]([CH:14]3[CH2:19][CH2:18][N:17]([C:20]([O:22][C:23]([CH3:26])([CH3:25])[CH3:24])=[O:21])[CH2:16][CH2:15]3)[N:10]=2)=[N:6][CH:7]=1, predict the reactants needed to synthesize it.